From a dataset of Full USPTO retrosynthesis dataset with 1.9M reactions from patents (1976-2016). Predict the reactants needed to synthesize the given product. (1) Given the product [Cl:1][C:2]1[CH:7]=[CH:6][C:5]([C:8](=[O:14])[C:9]([O:11][CH2:12][CH3:13])=[O:10])=[CH:4][C:3]=1[NH:15][C:16](=[O:37])[C:17]1[CH:22]=[CH:21][C:20]([O:23][CH2:24][C@@H:25]2[CH2:30][N:29]([CH3:31])[C:28]3[CH:32]=[CH:33][CH:34]=[CH:35][C:27]=3[O:26]2)=[CH:19][C:18]=1[Cl:36], predict the reactants needed to synthesize it. The reactants are: [Cl:1][C:2]1[CH:7]=[CH:6][C:5]([CH:8]([OH:14])[C:9]([O:11][CH2:12][CH3:13])=[O:10])=[CH:4][C:3]=1[NH:15][C:16](=[O:37])[C:17]1[CH:22]=[CH:21][C:20]([O:23][CH2:24][C@@H:25]2[CH2:30][N:29]([CH3:31])[C:28]3[CH:32]=[CH:33][CH:34]=[CH:35][C:27]=3[O:26]2)=[CH:19][C:18]=1[Cl:36].C(N(C(C)C)CC)(C)C.CS(C)=O.C(OCC)(=O)C. (2) Given the product [C:24]12([CH:31]([CH:2]=[O:3])[CH:30]3[CH2:33][CH:27]1[CH2:28][CH2:29]3)[CH2:26][CH2:25]2, predict the reactants needed to synthesize it. The reactants are: [Cl-].[CH3:2][O:3]C[P+](C1C=CC=CC=1)(C1C=CC=CC=1)C1C=CC=CC=1.[C:24]12([C:31](=O)[CH:30]3[CH2:33][CH:27]1[CH2:28][CH2:29]3)[CH2:26][CH2:25]2.Cl.